This data is from Retrosynthesis with 50K atom-mapped reactions and 10 reaction types from USPTO. The task is: Predict the reactants needed to synthesize the given product. (1) Given the product CCCCOC(=O)Oc1cc(-n2c(OCC)nc(C(F)(F)F)cc2=O)c(F)cc1Cl, predict the reactants needed to synthesize it. The reactants are: CCCCOC(=O)Cl.CCOc1nc(C(F)(F)F)cc(=O)n1-c1cc(O)c(Cl)cc1F. (2) Given the product CCCCSC1(SCC)CC[C@H]2[C@@H]3CCC4=CC(=O)C=C[C@]4(C)[C@@]3(F)[C@@H](O)C[C@@]21C, predict the reactants needed to synthesize it. The reactants are: CCCCSC1(SCC)CC[C@H]2[C@@H]3CCC4=CC(=O)C=C[C@]4(C)[C@@]3(F)[C@@H](OC(C)=O)C[C@@]21C. (3) The reactants are: COC(=O)c1nc(-c2ccnn2-c2ccc(Cl)cc2)c(C)n(-c2cccc(C(F)(F)F)c2)c1=O.N. Given the product Cc1c(-c2ccnn2-c2ccc(Cl)cc2)nc(C(N)=O)c(=O)n1-c1cccc(C(F)(F)F)c1, predict the reactants needed to synthesize it.